From a dataset of Full USPTO retrosynthesis dataset with 1.9M reactions from patents (1976-2016). Predict the reactants needed to synthesize the given product. (1) Given the product [CH3:17][C:3]1[CH:4]=[C:5]([C:9]2[CH:10]=[N:11][C:12](=[O:16])[N:13]([CH3:15])[CH:14]=2)[CH:6]=[C:7]([CH3:8])[C:2]=1[C:22]1[CH:21]=[CH:20][C:19]([F:18])=[C:27]2[C:23]=1[CH2:24][CH2:25][C@H:26]2[O:28][C:29]1[CH:42]=[CH:41][C:32]2[C@H:33]([CH2:36][C:37]([O:39][CH3:40])=[O:38])[CH2:34][O:35][C:31]=2[CH:30]=1, predict the reactants needed to synthesize it. The reactants are: I[C:2]1[C:7]([CH3:8])=[CH:6][C:5]([C:9]2[CH:10]=[N:11][C:12](=[O:16])[N:13]([CH3:15])[CH:14]=2)=[CH:4][C:3]=1[CH3:17].[F:18][C:19]1[CH:20]=[CH:21][C:22](B2OC(C)(C)C(C)(C)O2)=[C:23]2[C:27]=1[C@H:26]([O:28][C:29]1[CH:42]=[CH:41][C:32]3[C@H:33]([CH2:36][C:37]([O:39][CH3:40])=[O:38])[CH2:34][O:35][C:31]=3[CH:30]=1)[CH2:25][CH2:24]2.BrC1C=CC(F)=C2C=1CC[C@H]2OC1C=CC2[C@H](CC(OC)=O)COC=2C=1. (2) Given the product [Br:1][C:2]1[C:3]([Cl:15])=[N:4][C:5]([CH2:13][N:19]2[CH2:20][CH2:21][CH2:22][C:18]2=[O:17])=[C:6]([CH:12]=1)[C:7]([O:9][CH2:10][CH3:11])=[O:8], predict the reactants needed to synthesize it. The reactants are: [Br:1][C:2]1[C:3]([Cl:15])=[N:4][C:5]([CH2:13]Br)=[C:6]([CH:12]=1)[C:7]([O:9][CH2:10][CH3:11])=[O:8].C[O:17][C:18]1[CH2:22][CH2:21][CH2:20][N:19]=1.O. (3) Given the product [CH3:1][N:2]([CH3:23])[C:3](=[O:22])[CH2:4][N:5]([CH3:21])[C:6]([C:8]1[S:9][C:10]2[N:11]=[CH:12][N:13]=[C:14]([NH:36][C:28]3[CH:29]=[C:30]4[C:34](=[CH:35][C:27]=3[O:26][CH2:24][CH3:25])[NH:33][N:32]=[CH:31]4)[C:15]=2[N:16]=1)=[O:7], predict the reactants needed to synthesize it. The reactants are: [CH3:1][N:2]([CH3:23])[C:3](=[O:22])[CH2:4][N:5]([CH3:21])[C:6]([C:8]1[S:9][C:10]2[N:11]=[CH:12][N:13]=[C:14](S(C)(=O)=O)[C:15]=2[N:16]=1)=[O:7].[CH2:24]([O:26][C:27]1[CH:35]=[C:34]2[C:30]([CH:31]=[N:32][NH:33]2)=[CH:29][C:28]=1[NH2:36])[CH3:25]. (4) Given the product [CH3:1][C:2]([N+:15]([O-:17])=[O:16])([CH2:3][CH2:4][C:5]([OH:7])=[O:6])[CH2:9][CH2:10][C:11]([OH:13])=[O:12], predict the reactants needed to synthesize it. The reactants are: [CH3:1][C:2]([N+:15]([O-:17])=[O:16])([CH2:9][CH2:10][C:11]([O:13]C)=[O:12])[CH2:3][CH2:4][C:5]([O:7]C)=[O:6].[OH-].[Na+].Cl. (5) Given the product [C:1]1([C:7]2[O:11][N:10]=[C:9]([C:12]3[S:13][C:14]4[C:24]5[C:19](=[CH:20][C:21]([CH2:25][N:31]6[CH2:34][CH:33]([C:35]([OH:37])=[O:36])[CH2:32]6)=[CH:22][CH:23]=5)[CH2:18][CH2:17][C:15]=4[N:16]=3)[C:8]=2[C:27]([F:30])([F:29])[F:28])[CH:2]=[CH:3][CH:4]=[CH:5][CH:6]=1, predict the reactants needed to synthesize it. The reactants are: [C:1]1([C:7]2[O:11][N:10]=[C:9]([C:12]3[S:13][C:14]4[C:24]5[C:19](=[CH:20][C:21]([CH:25]=O)=[CH:22][CH:23]=5)[CH2:18][CH2:17][C:15]=4[N:16]=3)[C:8]=2[C:27]([F:30])([F:29])[F:28])[CH:6]=[CH:5][CH:4]=[CH:3][CH:2]=1.[NH:31]1[CH2:34][CH:33]([C:35]([OH:37])=[O:36])[CH2:32]1.C([BH3-])#N.[Na+].